Task: Predict the reactants needed to synthesize the given product.. Dataset: Full USPTO retrosynthesis dataset with 1.9M reactions from patents (1976-2016) (1) Given the product [CH2:29]([N:12]([CH2:13][CH2:14][CH2:15][C:16]1[C:24]2[C:19](=[CH:20][CH:21]=[C:22]([F:25])[CH:23]=2)[NH:18][CH:17]=1)[CH:8]1[CH2:7][C:6]2[C:5]([C:26]([NH2:28])=[O:27])=[CH:4][CH:3]=[C:2]([F:1])[C:11]=2[O:10][CH2:9]1)[CH2:30][CH2:31][CH3:32], predict the reactants needed to synthesize it. The reactants are: [F:1][C:2]1[C:11]2[O:10][CH2:9][CH:8]([NH:12][CH2:13][CH2:14][CH2:15][C:16]3[C:24]4[C:19](=[CH:20][CH:21]=[C:22]([F:25])[CH:23]=4)[NH:18][CH:17]=3)[CH2:7][C:6]=2[C:5]([C:26]([NH2:28])=[O:27])=[CH:4][CH:3]=1.[CH:29](=O)[CH2:30][CH2:31][CH3:32].C(O)(=O)C.C([BH3-])#N.[Na+]. (2) The reactants are: BrC1C=CC([CH2:6][N:7]2[C:11]3[CH:12]=[CH:13][C:14]([O:16][CH2:17][C:18]4[CH:27]=[CH:26][C:25]5[C:20](=[CH:21][CH:22]=[CH:23][CH:24]=5)[N:19]=4)=[CH:15][C:10]=3[N:9]=[C:8]2[CH2:28][C:29]2([C:34]([O:36][CH2:37][CH3:38])=[O:35])CC[CH2:31][CH2:30]2)=CC=1.[Br:41][C:42]1[CH:43]=[C:44]([CH:66]=[CH:67][CH:68]=1)CNC1C(N)=CC(OCC2C=CC3C(=CC=CC=3)N=2)=CC=1.[CH3:69]C1(C)[C@@H]2[C@H]1C(=O)OC2=O. Given the product [Br:41][C:42]1[CH:68]=[C:67]([CH:66]=[CH:44][CH:43]=1)[CH2:6][N:7]1[C:11]2[CH:12]=[CH:13][C:14]([O:16][CH2:17][C:18]3[CH:27]=[CH:26][C:25]4[C:20](=[CH:21][CH:22]=[CH:23][CH:24]=4)[N:19]=3)=[CH:15][C:10]=2[N:9]=[C:8]1[CH:28]1[CH:29]([C:34]([O:36][CH2:37][CH3:38])=[O:35])[C:30]1([CH3:31])[CH3:69], predict the reactants needed to synthesize it. (3) Given the product [I:1][C:2]1[N:7]=[N:6][C:5]2[N:8]([S:23]([C:17]3[CH:22]=[CH:21][CH:20]=[CH:19][CH:18]=3)(=[O:25])=[O:24])[CH:9]=[CH:10][C:4]=2[CH:3]=1, predict the reactants needed to synthesize it. The reactants are: [I:1][C:2]1[N:7]=[N:6][C:5]2[NH:8][CH:9]=[CH:10][C:4]=2[CH:3]=1.C([O-])([O-])=O.[K+].[K+].[C:17]1([S:23](Cl)(=[O:25])=[O:24])[CH:22]=[CH:21][CH:20]=[CH:19][CH:18]=1. (4) Given the product [CH2:36]([O:35][C:32]1[CH:33]=[CH:34][C:25]([C@@H:16]([O:17][Si:18]([C:21]([CH3:22])([CH3:24])[CH3:23])([CH3:20])[CH3:19])[CH2:15][NH:14][C@@H:12]([CH3:13])[CH2:11][C:7]2[CH:6]=[C:5]([CH2:4][C:3]([OH:44])=[O:2])[CH:10]=[CH:9][CH:8]=2)=[C:26]2[C:31]=1[NH:30][C:29](=[O:43])[CH:28]=[CH:27]2)[C:37]1[CH:38]=[CH:39][CH:40]=[CH:41][CH:42]=1, predict the reactants needed to synthesize it. The reactants are: C[O:2][C:3](=[O:44])[CH2:4][C:5]1[CH:10]=[CH:9][CH:8]=[C:7]([CH2:11][C@@H:12]([NH:14][CH2:15][C@@H:16]([C:25]2[CH:34]=[CH:33][C:32]([O:35][CH2:36][C:37]3[CH:42]=[CH:41][CH:40]=[CH:39][CH:38]=3)=[C:31]3[C:26]=2[CH:27]=[CH:28][C:29](=[O:43])[NH:30]3)[O:17][Si:18]([C:21]([CH3:24])([CH3:23])[CH3:22])([CH3:20])[CH3:19])[CH3:13])[CH:6]=1.[OH-].[Li+].Cl.